This data is from Catalyst prediction with 721,799 reactions and 888 catalyst types from USPTO. The task is: Predict which catalyst facilitates the given reaction. (1) Reactant: [OH:1][CH2:2][CH2:3][C:4]1[CH:23]=[CH:22][C:7]([CH2:8][N:9]2[CH2:14][CH2:13][N:12]([C:15]([O:17][C:18]([CH3:21])([CH3:20])[CH3:19])=[O:16])[CH2:11][CH2:10]2)=[CH:6][CH:5]=1.O[C:25]1[CH:30]=[CH:29][C:28]([CH3:31])=[CH:27][N:26]=1.C(P(CCCC)CCCC)CCC.N(C(N1CCCCC1)=O)=NC(N1CCCCC1)=O. Product: [CH3:31][C:28]1[CH:29]=[CH:30][C:25]([O:1][CH2:2][CH2:3][C:4]2[CH:5]=[CH:6][C:7]([CH2:8][N:9]3[CH2:14][CH2:13][N:12]([C:15]([O:17][C:18]([CH3:20])([CH3:19])[CH3:21])=[O:16])[CH2:11][CH2:10]3)=[CH:22][CH:23]=2)=[N:26][CH:27]=1. The catalyst class is: 1. (2) Reactant: [CH2:1]([OH:8])[CH2:2][CH2:3][CH2:4][CH2:5][CH2:6][CH3:7].[H-].[Na+].[Br:11][C:12]1[CH:13]=[CH:14][C:15](F)=[C:16]([CH:19]=1)[C:17]#[N:18].O. Product: [Br:11][C:12]1[CH:13]=[CH:14][C:15]([O:8][CH2:1][CH2:2][CH2:3][CH2:4][CH2:5][CH2:6][CH3:7])=[C:16]([CH:19]=1)[C:17]#[N:18]. The catalyst class is: 9. (3) Reactant: [Br:1][C:2]1[CH:3]=[C:4]2[C:9](=[CH:10][CH:11]=1)[C:8](=[O:12])[NH:7][C:6](=[O:13])/[C:5]/2=[CH:14]/OC.[CH2:17]([N:21]([CH3:33])[CH2:22][CH2:23][N:24]([CH3:32])[C:25]1[CH:30]=[CH:29][C:28]([NH2:31])=[CH:27][CH:26]=1)[CH2:18][CH2:19][CH3:20].C(O)(C(F)(F)F)=O.C(N(CC)CC)C. Product: [Br:1][C:2]1[CH:3]=[C:4]2[C:9](=[CH:10][CH:11]=1)[C:8](=[O:12])[NH:7][C:6](=[O:13])/[C:5]/2=[CH:14]\[NH:31][C:28]1[CH:27]=[CH:26][C:25]([N:24]([CH2:23][CH2:22][N:21]([CH2:17][CH2:18][CH2:19][CH3:20])[CH3:33])[CH3:32])=[CH:30][CH:29]=1. The catalyst class is: 9. (4) Reactant: [CH:1]1([N:4]([CH:23]2[CH2:28][CH2:27][NH:26][CH2:25][CH2:24]2)[C:5](=[O:22])[C:6]2[CH:11]=[CH:10][C:9]([C:12]3[CH:17]=[CH:16][C:15]([S:18]([CH3:21])(=[O:20])=[O:19])=[CH:14][CH:13]=3)=[N:8][CH:7]=2)[CH2:3][CH2:2]1.[CH2:29]([N:31](C(C)C)C(C)C)C.O.C(OCC)(=O)C. Product: [C:29]([N:26]1[CH2:27][CH2:28][CH:23]([N:4]([CH:1]2[CH2:3][CH2:2]2)[C:5](=[O:22])[C:6]2[CH:11]=[CH:10][C:9]([C:12]3[CH:13]=[CH:14][C:15]([S:18]([CH3:21])(=[O:19])=[O:20])=[CH:16][CH:17]=3)=[N:8][CH:7]=2)[CH2:24][CH2:25]1)#[N:31]. The catalyst class is: 489. (5) Reactant: [CH3:1][O:2][C:3]1[CH:8]=[CH:7][C:6]([N+:9]([O-:11])=[O:10])=[CH:5][C:4]=1[OH:12].[H-].[Na+].Cl.Cl[CH2:17][CH2:18][N:19]1[CH2:24][CH2:23][O:22][CH2:21][CH2:20]1.O. Product: [N:19]1([CH2:18][CH2:17][O:12][C:4]2[CH:5]=[C:6]([N+:9]([O-:11])=[O:10])[CH:7]=[CH:8][C:3]=2[O:2][CH3:1])[CH2:24][CH2:23][O:22][CH2:21][CH2:20]1. The catalyst class is: 3.